From a dataset of Merck oncology drug combination screen with 23,052 pairs across 39 cell lines. Regression. Given two drug SMILES strings and cell line genomic features, predict the synergy score measuring deviation from expected non-interaction effect. (1) Drug 1: CCN(CC)CCNC(=O)c1c(C)[nH]c(C=C2C(=O)Nc3ccc(F)cc32)c1C. Drug 2: O=C(NOCC(O)CO)c1ccc(F)c(F)c1Nc1ccc(I)cc1F. Cell line: ES2. Synergy scores: synergy=29.2. (2) Drug 1: CN1C(=O)C=CC2(C)C3CCC4(C)C(NC(=O)OCC(F)(F)F)CCC4C3CCC12. Drug 2: CCC1(O)CC2CN(CCc3c([nH]c4ccccc34)C(C(=O)OC)(c3cc4c(cc3OC)N(C)C3C(O)(C(=O)OC)C(OC(C)=O)C5(CC)C=CCN6CCC43C65)C2)C1. Cell line: ES2. Synergy scores: synergy=-5.34. (3) Drug 1: COc1cc(C2c3cc4c(cc3C(OC3OC5COC(C)OC5C(O)C3O)C3COC(=O)C23)OCO4)cc(OC)c1O. Drug 2: NC1(c2ccc(-c3nc4ccn5c(=O)[nH]nc5c4cc3-c3ccccc3)cc2)CCC1. Cell line: NCIH1650. Synergy scores: synergy=35.0. (4) Drug 1: CN1C(=O)C=CC2(C)C3CCC4(C)C(NC(=O)OCC(F)(F)F)CCC4C3CCC12. Drug 2: CNC(=O)c1cc(Oc2ccc(NC(=O)Nc3ccc(Cl)c(C(F)(F)F)c3)cc2)ccn1. Cell line: OV90. Synergy scores: synergy=3.21. (5) Synergy scores: synergy=-4.92. Drug 1: CCN(CC)CCNC(=O)c1c(C)[nH]c(C=C2C(=O)Nc3ccc(F)cc32)c1C. Drug 2: CNC(=O)c1cc(Oc2ccc(NC(=O)Nc3ccc(Cl)c(C(F)(F)F)c3)cc2)ccn1. Cell line: KPL1. (6) Drug 1: CC(C)CC(NC(=O)C(Cc1ccccc1)NC(=O)c1cnccn1)B(O)O. Drug 2: Cn1c(=O)n(-c2ccc(C(C)(C)C#N)cc2)c2c3cc(-c4cnc5ccccc5c4)ccc3ncc21. Cell line: SKMEL30. Synergy scores: synergy=14.5. (7) Drug 1: O=S1(=O)NC2(CN1CC(F)(F)F)C1CCC2Cc2cc(C=CCN3CCC(C(F)(F)F)CC3)ccc2C1. Drug 2: CCc1cnn2c(NCc3ccc[n+]([O-])c3)cc(N3CCCCC3CCO)nc12. Cell line: MSTO. Synergy scores: synergy=-13.1. (8) Drug 1: O=C(O)C1(Cc2cccc(Nc3nccs3)n2)CCC(Oc2cccc(Cl)c2F)CC1. Drug 2: Cn1c(=O)n(-c2ccc(C(C)(C)C#N)cc2)c2c3cc(-c4cnc5ccccc5c4)ccc3ncc21. Cell line: ES2. Synergy scores: synergy=15.0.